The task is: Predict the reaction yield, written as a fraction of the theoretical maximum amount of product (1.0 means a 100% yield; for example, 0.34 means a 34% yield).. This data is from Reaction yield outcomes from USPTO patents with 853,638 reactions. The reactants are [N+:1]([C:4]1[CH:12]=[CH:11][C:10]([O:13][CH3:14])=[CH:9][C:5]=1[C:6]([OH:8])=[O:7])([O-])=O. The catalyst is C(OCC)(=O)C.[Pd]. The product is [NH2:1][C:4]1[CH:12]=[CH:11][C:10]([O:13][CH3:14])=[CH:9][C:5]=1[C:6]([OH:8])=[O:7]. The yield is 0.900.